From a dataset of Forward reaction prediction with 1.9M reactions from USPTO patents (1976-2016). Predict the product of the given reaction. Given the reactants CC1(C)[O:7][C:6]2[CH:8]=[CH:9][C:10]([C@@H:12]([OH:54])[CH2:13][NH:14][CH2:15][CH2:16][C:17]3[CH:53]=[CH:52][C:20]([O:21][CH2:22][CH2:23][O:24][CH2:25][C:26]4[CH:27]=[C:28]([S:32]([N:35](COCC[Si](C)(C)C)COCC[Si](C)(C)C)(=[O:34])=[O:33])[CH:29]=[CH:30][CH:31]=4)=[CH:19][CH:18]=3)=[CH:11][C:5]=2[CH2:4][O:3]1, predict the reaction product. The product is: [OH:54][C@H:12]([C:10]1[CH:9]=[CH:8][C:6]([OH:7])=[C:5]([CH2:4][OH:3])[CH:11]=1)[CH2:13][NH:14][CH2:15][CH2:16][C:17]1[CH:53]=[CH:52][C:20]([O:21][CH2:22][CH2:23][O:24][CH2:25][C:26]2[CH:27]=[C:28]([S:32]([NH2:35])(=[O:34])=[O:33])[CH:29]=[CH:30][CH:31]=2)=[CH:19][CH:18]=1.